This data is from Full USPTO retrosynthesis dataset with 1.9M reactions from patents (1976-2016). The task is: Predict the reactants needed to synthesize the given product. (1) Given the product [C:5]([O:9][C:10]([C:12]1[CH:22]=[C:21]([O:23][CH:2]([CH3:4])[CH3:3])[C:15]2[CH2:16][CH:17]([CH2:19][OH:20])[O:18][C:14]=2[CH:13]=1)=[O:11])([CH3:8])([CH3:6])[CH3:7], predict the reactants needed to synthesize it. The reactants are: I[CH:2]([CH3:4])[CH3:3].[C:5]([O:9][C:10]([C:12]1[CH:22]=[C:21]([OH:23])[C:15]2[CH2:16][CH:17]([CH2:19][OH:20])[O:18][C:14]=2[CH:13]=1)=[O:11])([CH3:8])([CH3:7])[CH3:6].C([O-])([O-])=O.[K+].[K+]. (2) Given the product [O:19]=[C:18]([C:17]([F:24])([F:23])[F:16])[CH2:8][C:7]([C:10]1[CH:15]=[CH:14][CH:13]=[CH:12][N:11]=1)=[O:9], predict the reactants needed to synthesize it. The reactants are: CC(C)([O-])C.[K+].[C:7]([C:10]1[CH:15]=[CH:14][CH:13]=[CH:12][N:11]=1)(=[O:9])[CH3:8].[F:16][C:17]([F:24])([F:23])[C:18](OCC)=[O:19].OS(O)(=O)=O.